Dataset: Catalyst prediction with 721,799 reactions and 888 catalyst types from USPTO. Task: Predict which catalyst facilitates the given reaction. (1) Reactant: [Br:1][C:2]1[CH:7]=[CH:6][C:5]([NH:8][C:9]2[C:10]([CH2:25][OH:26])=[CH:11][C:12]3[N:16]([CH2:17][CH2:18][S:19]([CH3:22])(=[O:21])=[O:20])[CH:15]=[N:14][C:13]=3[C:23]=2[F:24])=[C:4]([Cl:27])[CH:3]=1.CC(C)=O. Product: [Br:1][C:2]1[CH:7]=[CH:6][C:5]([NH:8][C:9]2[C:10]([CH:25]=[O:26])=[CH:11][C:12]3[N:16]([CH2:17][CH2:18][S:19]([CH3:22])(=[O:21])=[O:20])[CH:15]=[N:14][C:13]=3[C:23]=2[F:24])=[C:4]([Cl:27])[CH:3]=1. The catalyst class is: 725. (2) Reactant: C(OC([N:8]1[CH2:30][CH2:29][CH2:28][CH2:27][CH:9]1[C:10]([NH:12][CH:13]1[CH:17]([O:18][CH2:19][C:20]2[CH:25]=[CH:24][CH:23]=[CH:22][CH:21]=2)[O:16][C:15](=[O:26])[CH2:14]1)=[O:11])=O)(C)(C)C. Product: [NH:8]1[CH2:30][CH2:29][CH2:28][CH2:27][CH:9]1[C:10]([NH:12][CH:13]1[CH:17]([O:18][CH2:19][C:20]2[CH:21]=[CH:22][CH:23]=[CH:24][CH:25]=2)[O:16][C:15](=[O:26])[CH2:14]1)=[O:11]. The catalyst class is: 330. (3) Reactant: [CH:1]1([CH2:4][NH2:5])[CH2:3][CH2:2]1.[Cl:6][C:7]1[N:12]=[C:11](Cl)[CH:10]=[C:9]([CH2:14][O:15][CH2:16][C:17]([F:20])([F:19])[F:18])[N:8]=1. Product: [Cl:6][C:7]1[N:12]=[C:11]([NH:5][CH2:4][CH:1]2[CH2:3][CH2:2]2)[CH:10]=[C:9]([CH2:14][O:15][CH2:16][C:17]([F:20])([F:18])[F:19])[N:8]=1. The catalyst class is: 449. (4) Reactant: [F:1][C:2]1[CH:8]=[C:7]([SH:9])[CH:6]=[CH:5][C:3]=1[NH2:4].C(N(CC)CC)C.I[C:18]([F:21])([F:20])[F:19].O. Product: [F:1][C:2]1[CH:8]=[C:7]([S:9][C:18]([F:21])([F:20])[F:19])[CH:6]=[CH:5][C:3]=1[NH2:4]. The catalyst class is: 10. (5) Reactant: [NH:1]1[C:7]2[CH:8]=[CH:9][CH:10]=[CH:11][C:6]=2[CH2:5][CH2:4][CH2:3][C:2]1=O.[H-].[H-].[H-].[H-].[Li+].[Al+3].[C@H](O)(C([O-])=O)[C@@H](O)C([O-])=O.[Na+].[K+]. Product: [NH:1]1[C:7]2[CH:8]=[CH:9][CH:10]=[CH:11][C:6]=2[CH2:5][CH2:4][CH2:3][CH2:2]1. The catalyst class is: 116.